This data is from Full USPTO retrosynthesis dataset with 1.9M reactions from patents (1976-2016). The task is: Predict the reactants needed to synthesize the given product. (1) Given the product [CH3:1][C:2]1([CH3:13])[C:10]2=[N:16][CH:8]=[CH:7][CH:6]=[C:5]2[NH:4][C:3]1=[O:12], predict the reactants needed to synthesize it. The reactants are: [CH3:1][C:2]1([CH3:13])[C:10]2[C:5](=[CH:6][CH:7]=[C:8](C)C=2)[NH:4][C:3]1=[O:12].BrC1C(N)=CC=C[N:16]=1. (2) The reactants are: [Br:1][C:2]1[CH:3]=[CH:4][C:5]([C:8]2([C:11]#N)[CH2:10][CH2:9]2)=[N:6][CH:7]=1.[OH-:13].[Na+].Cl.C([OH:18])C. Given the product [Br:1][C:2]1[CH:3]=[CH:4][C:5]([C:8]2([C:11]([OH:18])=[O:13])[CH2:10][CH2:9]2)=[N:6][CH:7]=1, predict the reactants needed to synthesize it. (3) The reactants are: O=[S:2]1(=[O:29])[C:6]2[CH:7]=[CH:8][CH:9]=[CH:10][C:5]=2[C:4]2[CH:11]=[C:12]([NH:15][C:16]([O:18]CC3C=CC([N+]([O-])=O)=CC=3)=O)[CH:13]=[CH:14][C:3]1=2.O=S1C2C=CC=CC=2C2C=C(NC(OCC3C=CC([N+]([O-])=O)=CC=3)=O)C=CC1=2.[CH3:58][NH:59][CH2:60][CH2:61][C:62]1[CH:67]=[CH:66][N:65]=[CH:64][CH:63]=1. Given the product [O:29]=[S:2]1[C:6]2[CH:7]=[CH:8][CH:9]=[CH:10][C:5]=2[C:4]2[CH:11]=[C:12]([NH:15][C:16]([N:59]([CH2:60][CH2:61][C:62]3[CH:67]=[CH:66][N:65]=[CH:64][CH:63]=3)[CH3:58])=[O:18])[CH:13]=[CH:14][C:3]1=2, predict the reactants needed to synthesize it. (4) Given the product [F:11][C:12]1[CH:13]=[C:14]([C:18]2[C:27]3[C:22](=[CH:23][CH:24]=[CH:25][CH:26]=3)[C:21]([CH3:28])=[N:20][C:19]=2[CH:29]([NH:31][C:2]2[N:10]=[CH:9][N:8]=[C:7]3[C:3]=2[N:4]=[CH:5][NH:6]3)[CH3:30])[CH:15]=[CH:16][CH:17]=1, predict the reactants needed to synthesize it. The reactants are: Br[C:2]1[N:10]=[CH:9][N:8]=[C:7]2[C:3]=1[N:4]=[CH:5][NH:6]2.[F:11][C:12]1[CH:13]=[C:14]([C:18]2[C:27]3[C:22](=[CH:23][CH:24]=[CH:25][CH:26]=3)[C:21]([CH3:28])=[N:20][C:19]=2[CH:29]([NH2:31])[CH3:30])[CH:15]=[CH:16][CH:17]=1.C(N(CC)C(C)C)(C)C. (5) Given the product [CH:38]1([C:41]2[N:45]=[C:44]([C:46](=[C:33]3[CH2:34][CH2:35][C:30]([OH:29])([CH3:37])[CH2:31][CH2:32]3)[C:47]#[N:48])[O:43][N:42]=2)[CH2:40][CH2:39]1, predict the reactants needed to synthesize it. The reactants are: C1(C2N=C(C3C4CCCCC=4SC=3NC(N3CCC[C@@H]3C(O)=O)=O)ON=2)CC1.[OH:29][C:30]1([CH3:37])[CH2:35][CH2:34][C:33](=O)[CH2:32][CH2:31]1.[CH:38]1([C:41]2[N:45]=[C:44]([CH2:46][C:47]#[N:48])[O:43][N:42]=2)[CH2:40][CH2:39]1.